This data is from Forward reaction prediction with 1.9M reactions from USPTO patents (1976-2016). The task is: Predict the product of the given reaction. (1) Given the reactants [F:1][C:2]1[C:3]2[CH:4]=[C:5]3[C:14]4[N:15]=[C:16]([C:19]5[C:20]([N:36]([CH3:41])[S:37]([CH3:40])(=[O:39])=[O:38])=[CH:21][C:22]6[O:26][C:25]([C:27]([O:29]C)=[O:28])=[C:24]([C:31](=[O:34])[NH:32][CH3:33])[C:23]=6[CH:35]=5)[CH:17]=[CH:18][C:13]=4[N:12]=[CH:11][N:6]3[C:7]=2[CH:8]=[CH:9][CH:10]=1.O[Li].O.Cl, predict the reaction product. The product is: [F:1][C:2]1[C:3]2[CH:4]=[C:5]3[C:14]4[N:15]=[C:16]([C:19]5[C:20]([N:36]([CH3:41])[S:37]([CH3:40])(=[O:39])=[O:38])=[CH:21][C:22]6[O:26][C:25]([C:27]([OH:29])=[O:28])=[C:24]([C:31](=[O:34])[NH:32][CH3:33])[C:23]=6[CH:35]=5)[CH:17]=[CH:18][C:13]=4[N:12]=[CH:11][N:6]3[C:7]=2[CH:8]=[CH:9][CH:10]=1. (2) Given the reactants F[B-](F)(F)F.C[O+:7]([CH3:9])[CH3:8].[OH:10][C:11]1[C:16]([O:17][CH3:18])=C(O)[N:14]([CH2:20][C:21]2[CH:26]=[CH:25][C:24]([O:27][CH3:28])=[CH:23][CH:22]=2)[C:13](=[O:29])[C:12]=1[C:30](=[O:33])[CH2:31][CH3:32].C(N(CC)C(C)C)(C)C, predict the reaction product. The product is: [OH:10][C:11]1[C:16]([O:17][CH3:18])=[C:8]([O:7][CH3:9])[N:14]([CH2:20][C:21]2[CH:22]=[CH:23][C:24]([O:27][CH3:28])=[CH:25][CH:26]=2)[C:13](=[O:29])[C:12]=1[C:30](=[O:33])[CH2:31][CH3:32]. (3) Given the reactants [Cl:1][C:2]1[CH:3]=[CH:4][C:5]([CH3:13])=[C:6]([C:8](=O)[CH2:9][C:10]#[N:11])[CH:7]=1.[CH2:14]([O:16][CH:17]([O:20][CH2:21][CH3:22])[CH2:18][NH2:19])[CH3:15], predict the reaction product. The product is: [Cl:1][C:2]1[CH:3]=[CH:4][C:5]([CH3:13])=[C:6]([C:8]([NH:19][CH2:18][CH:17]([O:20][CH2:21][CH3:22])[O:16][CH2:14][CH3:15])=[CH:9][C:10]#[N:11])[CH:7]=1. (4) Given the reactants [CH3:1][C:2]1[CH:7]=[C:6]([CH3:8])[CH:5]=[CH:4][C:3]=1[C@H:9]([C:31]1[CH:36]=[CH:35][CH:34]=[CH:33][CH:32]=1)[NH:10][C:11](=[O:30])[CH2:12][C:13]1[CH:14]=[CH:15][C:16]2[O:20][C:19]([C:21](=[O:28])[C:22]3[CH:27]=[CH:26][N:25]=[CH:24][CH:23]=3)=[CH:18][C:17]=2[CH:29]=1.[F:37][C:38]([Si](C)(C)C)([F:40])[F:39].CCCC[N+](CCCC)(CCCC)CCCC.[F-].CCOC(C)=O, predict the reaction product. The product is: [CH3:1][C:2]1[CH:7]=[C:6]([CH3:8])[CH:5]=[CH:4][C:3]=1[C@H:9]([C:31]1[CH:32]=[CH:33][CH:34]=[CH:35][CH:36]=1)[NH:10][C:11](=[O:30])[CH2:12][C:13]1[CH:14]=[CH:15][C:16]2[O:20][C:19]([C:21]([OH:28])([C:22]3[CH:27]=[CH:26][N:25]=[CH:24][CH:23]=3)[C:38]([F:40])([F:39])[F:37])=[CH:18][C:17]=2[CH:29]=1. (5) Given the reactants O[CH2:2][C:3]1[CH:4]=[C:5]([C:9]2([C:22]3[CH:27]=[CH:26][CH:25]=[C:24](CO)[CH:23]=3)[C:21]3[CH:20]=[CH:19][CH:18]=[CH:17][C:16]=3[C:15]3[C:10]2=[CH:11][CH:12]=[CH:13][CH:14]=3)[CH:6]=[CH:7][CH:8]=1.S(Cl)([Cl:32])=O.[CH2:34]([Cl:36])Cl, predict the reaction product. The product is: [Cl:32][CH2:2][C:3]1[CH:4]=[C:5]([C:9]2([C:22]3[CH:27]=[CH:26][CH:25]=[C:24]([CH2:34][Cl:36])[CH:23]=3)[C:21]3[CH:20]=[CH:19][CH:18]=[CH:17][C:16]=3[C:15]3[C:10]2=[CH:11][CH:12]=[CH:13][CH:14]=3)[CH:6]=[CH:7][CH:8]=1. (6) Given the reactants C(=O)(O)[O-].[Na+].C(N[C@H](C(O)=O)CC(C)C)(=O)C.[CH3:18][C@H:19]1[CH2:24][CH2:23][NH:22][CH2:21][C@H:20]1[C:25]([O:27][CH3:28])=[O:26], predict the reaction product. The product is: [CH3:18][C@H:19]1[CH2:24][CH2:23][NH:22][CH2:21][C@H:20]1[C:25]([O:27][CH3:28])=[O:26]. (7) Given the reactants Cl[C:2]1[N:7]=[C:6]([F:8])[C:5]2[O:9][C:10]3[C:15]([C@@:16]4([CH2:21][CH2:20][S:19][C:18]([NH2:22])=[N:17]4)[C:4]=2[CH:3]=1)=[CH:14][C:13]([NH:23][C:24]1[N:25]=[CH:26][CH:27]=[C:28]2[C:33]=1[N:32]=[CH:31][C:30]([O:34][CH3:35])=[CH:29]2)=[CH:12][CH:11]=3.[O:36]1[CH2:41][CH2:40][CH:39]=[C:38](B2OC(C)(C)C(C)(C)O2)[CH2:37]1.OP([O-])([O-])=O.[K+].[K+], predict the reaction product. The product is: [O:36]1[CH2:41][CH2:40][CH:39]=[C:38]([C:2]2[N:7]=[C:6]([F:8])[C:5]3[O:9][C:10]4[C:15]([C@@:16]5([CH2:21][CH2:20][S:19][C:18]([NH2:22])=[N:17]5)[C:4]=3[CH:3]=2)=[CH:14][C:13]([NH:23][C:24]2[N:25]=[CH:26][CH:27]=[C:28]3[C:33]=2[N:32]=[CH:31][C:30]([O:34][CH3:35])=[CH:29]3)=[CH:12][CH:11]=4)[CH2:37]1.